From a dataset of Full USPTO retrosynthesis dataset with 1.9M reactions from patents (1976-2016). Predict the reactants needed to synthesize the given product. Given the product [NH2:8][C@H:9]([C:19]1[C:24]([C:25]2[CH:26]=[C:2]3[C:31]([CH:27]=[CH:28][NH:30][C:3]3=[O:5])=[CH:32][CH:33]=2)=[CH:23][CH:22]=[CH:21][N:20]=1)[CH2:10][C:11]1[CH:16]=[C:15]([F:17])[CH:14]=[C:13]([F:18])[CH:12]=1, predict the reactants needed to synthesize it. The reactants are: F[C:2](F)(F)[C:3]([OH:5])=O.[NH2:8][C@H:9]([C:19]1[C:24]([C:25]2[CH:26]=[C:27]([CH:31]=[CH:32][CH:33]=2)[C:28]([NH2:30])=O)=[CH:23][CH:22]=[CH:21][N:20]=1)[CH2:10][C:11]1[CH:16]=[C:15]([F:17])[CH:14]=[C:13]([F:18])[CH:12]=1.C(C1C=C(C2C([C@@H](NC(=O)OC(C)(C)C)CC3C=C(F)C=C(F)C=3)=NC=CC=2)C=CC=1)(=O)N.